From a dataset of Forward reaction prediction with 1.9M reactions from USPTO patents (1976-2016). Predict the product of the given reaction. (1) Given the reactants Cl[S:2]([C:5]1[CH:13]=[CH:12][C:8]([C:9]([OH:11])=[O:10])=[CH:7][CH:6]=1)(=[O:4])=[O:3].[CH2:14](CN)[C:15]1[CH:20]=[CH:19][CH:18]=[CH:17][CH:16]=1.[CH2:23]([N:25](CC)CC)C, predict the reaction product. The product is: [CH2:14]([N:25]([CH3:23])[S:2]([C:5]1[CH:13]=[CH:12][C:8]([C:9]([OH:11])=[O:10])=[CH:7][CH:6]=1)(=[O:4])=[O:3])[C:15]1[CH:16]=[CH:17][CH:18]=[CH:19][CH:20]=1. (2) The product is: [CH:6]1([CH2:5][CH:4]([N:11]2[C:19]3[C:14](=[CH:15][CH:16]=[C:17]([CH3:20])[CH:18]=3)[C:13](=[O:21])[C:12]2=[O:22])[C:3]([OH:23])=[O:2])[CH2:10][CH2:9][CH2:8][CH2:7]1. Given the reactants C[O:2][C:3](=[O:23])[CH:4]([N:11]1[C:19]2[C:14](=[CH:15][CH:16]=[C:17]([CH3:20])[CH:18]=2)[C:13](=[O:21])[C:12]1=[O:22])[CH2:5][CH:6]1[CH2:10][CH2:9][CH2:8][CH2:7]1.O.[OH-].[Li+], predict the reaction product. (3) Given the reactants [NH2:1][C:2]1[CH:7]=[CH:6][CH:5]=[CH:4][C:3]=1[NH:8][C:9]([C:11]1[CH:16]=C[C:14]([N:17]2[CH2:21][CH2:20][C@H:19]([NH:22][C:23](=[O:30])[O:24][CH2:25][CH2:26]N(C)C)[CH2:18]2)=[CH:13][CH:12]=1)=[O:10].[NH2:31][C@H]1CCN(C2C=CC(C(NC3C=CC=CC=3NC(=O)OC(C)(C)C)=O)=CN=2)C1.[C:60]([OH:66])(C(F)(F)F)=O.Cl.O1CCOCC1, predict the reaction product. The product is: [NH2:1][C:2]1[CH:7]=[CH:6][CH:5]=[CH:4][C:3]=1[NH:8][C:9]([C:11]1[CH:12]=[CH:13][C:14]([N:17]2[CH2:21][CH2:20][C@H:19]([NH:22][C:23](=[O:30])[O:24][CH2:25][CH2:26][O:66][CH3:60])[CH2:18]2)=[N:31][CH:16]=1)=[O:10]. (4) Given the reactants [F:1][C:2]1[C:11]([OH:12])=[CH:10][CH:9]=[C:8]([CH3:13])[C:3]=1[C:4]([O:6][CH3:7])=[O:5].Br[CH2:15][C:16]1[CH:21]=[CH:20][CH:19]=[CH:18][CH:17]=1.C(=O)([O-])[O-].[K+].[K+], predict the reaction product. The product is: [CH2:15]([O:12][C:11]1[C:2]([F:1])=[C:3]([C:8]([CH3:13])=[CH:9][CH:10]=1)[C:4]([O:6][CH3:7])=[O:5])[C:16]1[CH:21]=[CH:20][CH:19]=[CH:18][CH:17]=1. (5) Given the reactants [C:1]([C:4]1[CH:5]=[N:6][CH:7]=[CH:8][C:9]=1[CH2:10][CH:11]1[CH2:20][CH2:19][C:18]2[C:13](=[CH:14][CH:15]=[C:16]([O:21][CH3:22])[CH:17]=2)[C:12]1=[O:23])(=[O:3])[CH3:2].[N+:24]([C:27]1[CH:34]=[CH:33][CH:32]=[CH:31][C:28]=1[CH2:29][Br:30])([O-:26])=[O:25], predict the reaction product. The product is: [Br-:30].[C:1]([C:4]1[CH:5]=[N+:6]([CH2:29][C:28]2[CH:31]=[CH:32][CH:33]=[CH:34][C:27]=2[N+:24]([O-:26])=[O:25])[CH:7]=[CH:8][C:9]=1[CH2:10][CH:11]1[CH2:20][CH2:19][C:18]2[C:13](=[CH:14][CH:15]=[C:16]([O:21][CH3:22])[CH:17]=2)[C:12]1=[O:23])(=[O:3])[CH3:2]. (6) Given the reactants [O:1]=[C:2]1[NH:6][C:5]2[CH:7]=[CH:8][C:9]([C:11]([OH:13])=O)=[CH:10][C:4]=2[NH:3]1.[CH2:14]1[C@H:23]2[C@H:18]([CH2:19][CH2:20][C:21]3[CH:27]=[CH:26][CH:25]=[CH:24][C:22]=32)[NH:17][CH2:16][CH2:15]1.F[P-](F)(F)(F)(F)F.N1(OC(N(C)C)=[N+](C)C)C2N=CC=CC=2N=N1, predict the reaction product. The product is: [CH2:14]1[C@H:23]2[C@H:18]([CH2:19][CH2:20][C:21]3[CH:27]=[CH:26][CH:25]=[CH:24][C:22]=32)[N:17]([C:11]([C:9]2[CH:8]=[CH:7][C:5]3[NH:6][C:2](=[O:1])[NH:3][C:4]=3[CH:10]=2)=[O:13])[CH2:16][CH2:15]1.